Regression. Given two drug SMILES strings and cell line genomic features, predict the synergy score measuring deviation from expected non-interaction effect. From a dataset of NCI-60 drug combinations with 297,098 pairs across 59 cell lines. (1) Drug 1: CC12CCC(CC1=CCC3C2CCC4(C3CC=C4C5=CN=CC=C5)C)O. Drug 2: C1CC(C1)(C(=O)O)C(=O)O.[NH2-].[NH2-].[Pt+2]. Cell line: NCI/ADR-RES. Synergy scores: CSS=32.7, Synergy_ZIP=-0.208, Synergy_Bliss=6.23, Synergy_Loewe=7.38, Synergy_HSA=7.43. (2) Drug 1: CNC(=O)C1=CC=CC=C1SC2=CC3=C(C=C2)C(=NN3)C=CC4=CC=CC=N4. Drug 2: CC(C)(C#N)C1=CC(=CC(=C1)CN2C=NC=N2)C(C)(C)C#N. Cell line: UACC-257. Synergy scores: CSS=2.26, Synergy_ZIP=1.42, Synergy_Bliss=2.63, Synergy_Loewe=2.51, Synergy_HSA=1.21. (3) Drug 1: CCC1=CC2CC(C3=C(CN(C2)C1)C4=CC=CC=C4N3)(C5=C(C=C6C(=C5)C78CCN9C7C(C=CC9)(C(C(C8N6C)(C(=O)OC)O)OC(=O)C)CC)OC)C(=O)OC.C(C(C(=O)O)O)(C(=O)O)O. Drug 2: CC1=C2C(C(=O)C3(C(CC4C(C3C(C(C2(C)C)(CC1OC(=O)C(C(C5=CC=CC=C5)NC(=O)C6=CC=CC=C6)O)O)OC(=O)C7=CC=CC=C7)(CO4)OC(=O)C)O)C)OC(=O)C. Cell line: SN12C. Synergy scores: CSS=51.3, Synergy_ZIP=-11.7, Synergy_Bliss=-13.6, Synergy_Loewe=-13.4, Synergy_HSA=-9.09. (4) Drug 1: CC(CN1CC(=O)NC(=O)C1)N2CC(=O)NC(=O)C2. Drug 2: C1=CC(=CC=C1CCCC(=O)O)N(CCCl)CCCl. Cell line: PC-3. Synergy scores: CSS=29.7, Synergy_ZIP=-1.29, Synergy_Bliss=1.36, Synergy_Loewe=4.88, Synergy_HSA=6.07. (5) Drug 1: CC1=CC2C(CCC3(C2CCC3(C(=O)C)OC(=O)C)C)C4(C1=CC(=O)CC4)C. Drug 2: C(=O)(N)NO. Cell line: SK-MEL-2. Synergy scores: CSS=-7.85, Synergy_ZIP=2.37, Synergy_Bliss=-2.61, Synergy_Loewe=-7.05, Synergy_HSA=-6.60.